Dataset: Catalyst prediction with 721,799 reactions and 888 catalyst types from USPTO. Task: Predict which catalyst facilitates the given reaction. The catalyst class is: 34. Product: [CH3:24][O:23][C:20]1[CH:21]=[CH:22][C:17]([CH2:16][N:5]2[CH2:6][CH2:7][N:2]([CH3:1])[CH2:3][CH2:4]2)=[C:18]([N+:25]([O-:27])=[O:26])[CH:19]=1. Reactant: [CH3:1][N:2]1[CH2:7][CH2:6][NH:5][CH2:4][CH2:3]1.CCN(CC)CC.Br[CH2:16][C:17]1[CH:22]=[CH:21][C:20]([O:23][CH3:24])=[CH:19][C:18]=1[N+:25]([O-:27])=[O:26].